This data is from Peptide-MHC class I binding affinity with 185,985 pairs from IEDB/IMGT. The task is: Regression. Given a peptide amino acid sequence and an MHC pseudo amino acid sequence, predict their binding affinity value. This is MHC class I binding data. (1) The peptide sequence is GYGRVNAGK. The MHC is HLA-A11:01 with pseudo-sequence HLA-A11:01. The binding affinity (normalized) is 0.188. (2) The peptide sequence is NIGCAVNTPV. The MHC is HLA-A02:03 with pseudo-sequence HLA-A02:03. The binding affinity (normalized) is 0.685. (3) The binding affinity (normalized) is 0.0815. The MHC is H-2-Ld with pseudo-sequence H-2-Ld. The peptide sequence is AVLTHVKIN. (4) The peptide sequence is KVRDRNFQL. The MHC is HLA-A26:01 with pseudo-sequence HLA-A26:01. The binding affinity (normalized) is 0.0847. (5) The peptide sequence is KKNHWFILK. The MHC is HLA-A02:01 with pseudo-sequence HLA-A02:01. The binding affinity (normalized) is 0.0847. (6) The peptide sequence is REVFDYLLP. The MHC is HLA-B40:01 with pseudo-sequence HLA-B40:01. The binding affinity (normalized) is 0.599. (7) The peptide sequence is YVADALAAF. The MHC is HLA-A02:01 with pseudo-sequence HLA-A02:01. The binding affinity (normalized) is 0.280.